Task: Predict the product of the given reaction.. Dataset: Forward reaction prediction with 1.9M reactions from USPTO patents (1976-2016) (1) Given the reactants CC1C=CC(S(O[CH2:12][CH:13]([OH:29])[CH2:14][CH2:15][N:16]2[C:21]3=[N:22][C:23]([O:26][CH3:27])=[CH:24][N:25]=[C:20]3[CH:19]=[CH:18][C:17]2=[O:28])(=O)=O)=CC=1.C([O-])(O)=O.[Na+], predict the reaction product. The product is: [CH3:27][O:26][C:23]1[N:22]=[C:21]2[N:16]([CH2:15][CH2:14][CH:13]3[CH2:12][O:29]3)[C:17](=[O:28])[CH:18]=[CH:19][C:20]2=[N:25][CH:24]=1. (2) Given the reactants [F:1][C:2]1[CH:3]=[C:4]2[C:10]([C:11]3[N:12]=[N:13][C:14]4[C:19]([CH3:21])([CH3:20])[C:18](=[O:22])[N:17]([CH2:23][O:24][CH2:25][CH2:26][Si:27]([CH3:30])([CH3:29])[CH3:28])[C:15]=4[N:16]=3)=[N:9][NH:8][C:5]2=[N:6][CH:7]=1.Br[CH2:32][C:33]1[CH:38]=[CH:37][CH:36]=[C:35]([CH3:39])[C:34]=1[F:40], predict the reaction product. The product is: [F:1][C:2]1[CH:3]=[C:4]2[C:10]([C:11]3[N:12]=[N:13][C:14]4[C:19]([CH3:20])([CH3:21])[C:18](=[O:22])[N:17]([CH2:23][O:24][CH2:25][CH2:26][Si:27]([CH3:28])([CH3:30])[CH3:29])[C:15]=4[N:16]=3)=[N:9][N:8]([CH2:32][C:33]3[CH:38]=[CH:37][CH:36]=[C:35]([CH3:39])[C:34]=3[F:40])[C:5]2=[N:6][CH:7]=1. (3) Given the reactants [Br:1][C:2]1[CH:23]=[CH:22][CH:21]=[CH:20][C:3]=1[CH2:4][N:5]1[C:13]2[C:8](=[C:9]([O:17][CH3:18])[CH:10]=[C:11]3[CH2:16][CH2:15][CH2:14][C:12]3=2)[CH:7]=[C:6]1[CH3:19].B(Br)(Br)Br.C(=O)([O-])[O-].[Cs+].[Cs+].BrC[C:36]([O:38][CH3:39])=[O:37], predict the reaction product. The product is: [CH3:39][O:38][C:36](=[O:37])[CH2:18][O:17][C:9]1[CH:10]=[C:11]2[CH2:16][CH2:15][CH2:14][C:12]2=[C:13]2[C:8]=1[CH:7]=[C:6]([CH3:19])[N:5]2[CH2:4][C:3]1[CH:20]=[CH:21][CH:22]=[CH:23][C:2]=1[Br:1].